Dataset: Full USPTO retrosynthesis dataset with 1.9M reactions from patents (1976-2016). Task: Predict the reactants needed to synthesize the given product. (1) Given the product [C:25]([OH:32])(=[O:31])/[CH:26]=[CH:27]/[C:28]([OH:30])=[O:29].[N:1]12[CH2:8][CH2:7][CH:4]([CH2:5][CH2:6]1)[CH:3]([O:9][C:10]1[CH:11]=[CH:12][C:13]([C:16]3[CH:17]=[C:18]4[C:22](=[CH:23][CH:24]=3)[NH:21][CH:20]=[CH:19]4)=[CH:14][CH:15]=1)[CH2:2]2, predict the reactants needed to synthesize it. The reactants are: [N:1]12[CH2:8][CH2:7][CH:4]([CH2:5][CH2:6]1)[CH:3]([O:9][C:10]1[CH:15]=[CH:14][C:13]([C:16]3[CH:17]=[C:18]4[C:22](=[CH:23][CH:24]=3)[NH:21][CH:20]=[CH:19]4)=[CH:12][CH:11]=1)[CH2:2]2.[C:25]([OH:32])(=[O:31])/[CH:26]=[CH:27]/[C:28]([OH:30])=[O:29]. (2) Given the product [C:32]([C:31]1[CH:30]=[C:29]([C:27](=[O:28])[CH2:26][C:25]([NH:21][C:5]2[CH:6]=[C:7]([N:10]3[CH:14]=[CH:13][C:12]([C:15]4[CH:20]=[CH:19][CH:18]=[CH:17][CH:16]=4)=[CH:11]3)[CH:8]=[CH:9][C:4]=2[N+:1]([O-:3])=[O:2])=[O:24])[CH:36]=[CH:35][CH:34]=1)#[N:33], predict the reactants needed to synthesize it. The reactants are: [N+:1]([C:4]1[CH:9]=[CH:8][C:7]([N:10]2[CH:14]=[CH:13][C:12]([C:15]3[CH:20]=[CH:19][CH:18]=[CH:17][CH:16]=3)=[CH:11]2)=[CH:6][C:5]=1[NH2:21])([O-:3])=[O:2].CC1(C)[O:28][C:27]([C:29]2[CH:30]=[C:31]([CH:34]=[CH:35][CH:36]=2)[C:32]#[N:33])=[CH:26][C:25](=O)[O:24]1. (3) Given the product [CH2:33]([O:32][C:16]1[CH:17]=[C:18]([O:24][CH2:25][C:26]2[CH:31]=[CH:30][CH:29]=[CH:28][CH:27]=2)[C:19]([CH:21]([CH3:23])[CH3:22])=[CH:20][C:15]=1[C:14]([N:9]1[CH2:8][C:7]2[C:11](=[CH:12][CH:13]=[C:5]([C:3]([OH:4])=[O:2])[CH:6]=2)[CH2:10]1)=[O:40])[C:34]1[CH:35]=[CH:36][CH:37]=[CH:38][CH:39]=1, predict the reactants needed to synthesize it. The reactants are: C[O:2][C:3]([C:5]1[CH:6]=[C:7]2[C:11](=[CH:12][CH:13]=1)[CH2:10][N:9]([C:14](=[O:40])[C:15]1[CH:20]=[C:19]([CH:21]([CH3:23])[CH3:22])[C:18]([O:24][CH2:25][C:26]3[CH:31]=[CH:30][CH:29]=[CH:28][CH:27]=3)=[CH:17][C:16]=1[O:32][CH2:33][C:34]1[CH:39]=[CH:38][CH:37]=[CH:36][CH:35]=1)[CH2:8]2)=[O:4]. (4) The reactants are: [C:1]([O:7][CH2:8][CH3:9])(=[O:6])[C:2]#[C:3][CH2:4][CH3:5].I[C:11]1[CH:16]=[CH:15][C:14]([O:17][CH2:18][O:19][CH3:20])=[CH:13][CH:12]=1.[C:21]1(B(O)O)[CH:26]=[CH:25][CH:24]=[CH:23][CH:22]=1.C([O-])([O-])=O.[K+].[K+]. Given the product [CH3:20][O:19][CH2:18][O:17][C:14]1[CH:15]=[CH:16][C:11](/[C:2](=[C:3](\[C:21]2[CH:26]=[CH:25][CH:24]=[CH:23][CH:22]=2)/[CH2:4][CH3:5])/[C:1]([O:7][CH2:8][CH3:9])=[O:6])=[CH:12][CH:13]=1, predict the reactants needed to synthesize it. (5) Given the product [F:2][C:3]1[CH:4]=[CH:5][C:6]([CH:9]2[CH2:14][CH2:13][NH:12][CH2:11][CH:10]2[O:22][CH2:23][C:24]2[C:33]([OH:34])=[CH:32][C:31]3[C:26](=[CH:27][CH:28]=[CH:29][CH:30]=3)[CH:25]=2)=[CH:7][CH:8]=1, predict the reactants needed to synthesize it. The reactants are: Cl.[F:2][C:3]1[CH:8]=[CH:7][C:6]([CH:9]2[CH2:14][CH2:13][N:12](C(OC(C)(C)C)=O)[CH2:11][CH:10]2[O:22][CH2:23][C:24]2[C:33]([O:34]COCC[Si](C)(C)C)=[CH:32][C:31]3[C:26](=[CH:27][CH:28]=[CH:29][CH:30]=3)[CH:25]=2)=[CH:5][CH:4]=1. (6) Given the product [O:12]=[C:5]1[C:6]2[CH:11]=[C:10]([S:14]([Cl:13])(=[O:16])=[O:15])[CH:9]=[CH:8][C:7]=2[O:1][CH2:2][CH2:3][NH:4]1, predict the reactants needed to synthesize it. The reactants are: [O:1]1[C:7]2[CH:8]=[CH:9][CH:10]=[CH:11][C:6]=2[C:5](=[O:12])[NH:4][CH2:3][CH2:2]1.[Cl:13][S:14](O)(=[O:16])=[O:15].